This data is from Catalyst prediction with 721,799 reactions and 888 catalyst types from USPTO. The task is: Predict which catalyst facilitates the given reaction. (1) Reactant: [OH:1][C:2]1[CH:3]=[C:4]([CH:10]2[CH2:14][NH:13][C:12](=[O:15])[CH2:11]2)[CH:5]=[CH:6][C:7]=1[O:8][CH3:9].[C:16]1([CH2:22][CH2:23][CH2:24]Br)[CH:21]=[CH:20][CH:19]=[CH:18][CH:17]=1.C(=O)([O-])[O-].[K+].[K+]. Product: [C:16]1([CH2:22][CH2:23][CH2:24][O:1][C:2]2[CH:3]=[C:4]([CH:10]3[CH2:14][NH:13][C:12](=[O:15])[CH2:11]3)[CH:5]=[CH:6][C:7]=2[O:8][CH3:9])[CH:21]=[CH:20][CH:19]=[CH:18][CH:17]=1. The catalyst class is: 9. (2) Reactant: CCN(C(C)C)C(C)C.[Cl:10][C:11]1[N:16]=[C:15](Cl)[C:14]([N+:18]([O-:20])=[O:19])=[CH:13][N:12]=1.Cl.[O:22]1[CH2:27][CH2:26][CH:25]([NH2:28])[CH2:24][CH2:23]1. The catalyst class is: 4. Product: [Cl:10][C:11]1[N:16]=[C:15]([NH:28][CH:25]2[CH2:26][CH2:27][O:22][CH2:23][CH2:24]2)[C:14]([N+:18]([O-:20])=[O:19])=[CH:13][N:12]=1. (3) Reactant: [Cl:1][C:2]1[CH:8]=[CH:7][C:5]([NH2:6])=[CH:4][CH:3]=1.[Cl:9][C:10]1[C:11]([N:16]2[CH2:21][CH:20]=[C:19]([C:22](O)=[O:23])[CH2:18][CH2:17]2)=[N:12][CH:13]=[CH:14][CH:15]=1.Cl.CN(C)CCCN=C=NCC. Product: [Cl:9][C:10]1[C:11]([N:16]2[CH2:17][CH:18]=[C:19]([C:22]([NH:6][C:5]3[CH:7]=[CH:8][C:2]([Cl:1])=[CH:3][CH:4]=3)=[O:23])[CH2:20][CH2:21]2)=[N:12][CH:13]=[CH:14][CH:15]=1. The catalyst class is: 4. (4) Reactant: [CH3:1][O:2][C:3]1[CH:25]=[C:24]([O:26][CH3:27])[CH:23]=[CH:22][C:4]=1[C:5]([N:7]1[CH2:21][CH2:20][C:10]2([NH:14][C:13](=[O:15])[C@H:12]([CH2:16][CH2:17][S:18][CH3:19])[NH:11]2)[CH2:9][CH2:8]1)=[O:6].[H-].[Na+].F[C:31]1[CH:38]=[CH:37][C:34]([CH2:35]Cl)=[CH:33][CH:32]=1.[NH4+].[Cl-]. Product: [CH2:35]([N:14]1[C:10]2([CH2:20][CH2:21][N:7]([C:5](=[O:6])[C:4]3[CH:22]=[CH:23][C:24]([O:26][CH3:27])=[CH:25][C:3]=3[O:2][CH3:1])[CH2:8][CH2:9]2)[NH:11][C@@H:12]([CH2:16][CH2:17][S:18][CH3:19])[C:13]1=[O:15])[C:34]1[CH:37]=[CH:38][CH:31]=[CH:32][CH:33]=1. The catalyst class is: 3.